This data is from Catalyst prediction with 721,799 reactions and 888 catalyst types from USPTO. The task is: Predict which catalyst facilitates the given reaction. (1) Reactant: [Cl:1][C:2]1[CH:3]=[C:4]([CH:24]=[CH:25][CH:26]=1)[C:5]([NH:7][C:8]1[CH:13]=[C:12]([Cl:14])[CH:11]=[CH:10][C:9]=1[N:15]1[CH2:20][CH2:19][CH:18]([CH2:21][CH2:22]O)[CH2:17][CH2:16]1)=[O:6].C1(P(C2C=CC=CC=2)C2C=CC=CC=2)C=CC=CC=1.C(Br)(Br)(Br)[Br:47]. Product: [Br:47][CH2:22][CH2:21][CH:18]1[CH2:19][CH2:20][N:15]([C:9]2[CH:10]=[CH:11][C:12]([Cl:14])=[CH:13][C:8]=2[NH:7][C:5](=[O:6])[C:4]2[CH:24]=[CH:25][CH:26]=[C:2]([Cl:1])[CH:3]=2)[CH2:16][CH2:17]1. The catalyst class is: 2. (2) Reactant: CNN.[C:4]([O:8][C:9]([N:11]1[CH2:15][CH2:14][C@H:13]([O:16][N:17]2C(=O)C3C(=CC=CC=3)C2=O)[CH2:12]1)=[O:10])([CH3:7])([CH3:6])[CH3:5]. Product: [C:4]([O:8][C:9]([N:11]1[CH2:15][CH2:14][C@H:13]([O:16][NH2:17])[CH2:12]1)=[O:10])([CH3:7])([CH3:5])[CH3:6]. The catalyst class is: 2.